Dataset: Reaction yield outcomes from USPTO patents with 853,638 reactions. Task: Predict the reaction yield, written as a fraction of the theoretical maximum amount of product (1.0 means a 100% yield; for example, 0.34 means a 34% yield). The reactants are CON(C)[C:4]([C@@H:6]1[O:11][CH2:10][CH2:9][N:8]([C:12]([O:14][C:15]([CH3:18])([CH3:17])[CH3:16])=[O:13])[CH2:7]1)=[O:5].[CH3:20][O:21][CH2:22][CH2:23][CH2:24][CH2:25][Mg]Cl. The catalyst is C1COCC1. The product is [CH3:20][O:21][CH2:22][CH2:23][CH2:24][CH2:25][C:4]([C@@H:6]1[O:11][CH2:10][CH2:9][N:8]([C:12]([O:14][C:15]([CH3:16])([CH3:17])[CH3:18])=[O:13])[CH2:7]1)=[O:5]. The yield is 0.930.